Dataset: NCI-60 drug combinations with 297,098 pairs across 59 cell lines. Task: Regression. Given two drug SMILES strings and cell line genomic features, predict the synergy score measuring deviation from expected non-interaction effect. (1) Drug 2: C(=O)(N)NO. Drug 1: CC1=C(C(=CC=C1)Cl)NC(=O)C2=CN=C(S2)NC3=CC(=NC(=N3)C)N4CCN(CC4)CCO. Cell line: NCI/ADR-RES. Synergy scores: CSS=3.36, Synergy_ZIP=-0.897, Synergy_Bliss=-0.322, Synergy_Loewe=-5.57, Synergy_HSA=-1.45. (2) Drug 1: C1CC(=O)NC(=O)C1N2CC3=C(C2=O)C=CC=C3N. Drug 2: COC1=C2C(=CC3=C1OC=C3)C=CC(=O)O2. Cell line: IGROV1. Synergy scores: CSS=11.1, Synergy_ZIP=0.746, Synergy_Bliss=5.28, Synergy_Loewe=4.68, Synergy_HSA=4.90. (3) Drug 1: C1=CC(=CC=C1CCCC(=O)O)N(CCCl)CCCl. Drug 2: CCC1(C2=C(COC1=O)C(=O)N3CC4=CC5=C(C=CC(=C5CN(C)C)O)N=C4C3=C2)O.Cl. Cell line: SF-268. Synergy scores: CSS=45.8, Synergy_ZIP=-4.34, Synergy_Bliss=-2.65, Synergy_Loewe=-2.45, Synergy_HSA=0.122. (4) Drug 1: C1CCN(CC1)CCOC2=CC=C(C=C2)C(=O)C3=C(SC4=C3C=CC(=C4)O)C5=CC=C(C=C5)O. Drug 2: CN1C2=C(C=C(C=C2)N(CCCl)CCCl)N=C1CCCC(=O)O.Cl. Cell line: HL-60(TB). Synergy scores: CSS=10.9, Synergy_ZIP=6.99, Synergy_Bliss=20.2, Synergy_Loewe=3.97, Synergy_HSA=5.60. (5) Drug 1: C1=C(C(=O)NC(=O)N1)F. Drug 2: CCC1(CC2CC(C3=C(CCN(C2)C1)C4=CC=CC=C4N3)(C5=C(C=C6C(=C5)C78CCN9C7C(C=CC9)(C(C(C8N6C=O)(C(=O)OC)O)OC(=O)C)CC)OC)C(=O)OC)O.OS(=O)(=O)O. Cell line: TK-10. Synergy scores: CSS=22.8, Synergy_ZIP=2.53, Synergy_Bliss=2.00, Synergy_Loewe=-0.992, Synergy_HSA=-1.00.